This data is from Forward reaction prediction with 1.9M reactions from USPTO patents (1976-2016). The task is: Predict the product of the given reaction. Given the reactants [C:1]([O:5][C:6]([NH:8][CH2:9][C:10]1[CH:15]=[CH:14][C:13]([CH2:16][C@H:17]([NH:24]C(=O)OCC2C=CC=CC=2)[C:18]([C@@:20]2([CH3:23])[CH2:22][O:21]2)=[O:19])=[CH:12][CH:11]=1)=[O:7])([CH3:4])([CH3:3])[CH3:2].[C:35]([OH:41])([C:37]([F:40])([F:39])[F:38])=[O:36], predict the reaction product. The product is: [OH:41][C:35]([C:37]([F:40])([F:39])[F:38])=[O:36].[NH2:24][C@H:17]([C:18]([C@@:20]1([CH3:23])[CH2:22][O:21]1)=[O:19])[CH2:16][C:13]1[CH:14]=[CH:15][C:10]([CH2:9][NH:8][C:6](=[O:7])[O:5][C:1]([CH3:4])([CH3:3])[CH3:2])=[CH:11][CH:12]=1.